This data is from Catalyst prediction with 721,799 reactions and 888 catalyst types from USPTO. The task is: Predict which catalyst facilitates the given reaction. (1) Reactant: [CH3:13][C:12]([O:11][C:9](O[C:9]([O:11][C:12]([CH3:15])([CH3:14])[CH3:13])=[O:10])=[O:10])([CH3:15])[CH3:14].[NH2:16][C:17]1[CH:22]=[CH:21][N:20]=[CH:19][CH:18]=1. Product: [C:12]([O:11][C:9](=[O:10])[NH:16][C:17]1[CH:22]=[CH:21][N:20]=[CH:19][CH:18]=1)([CH3:13])([CH3:14])[CH3:15]. The catalyst class is: 1. (2) Reactant: [Cl:1][C:2]1[CH:7]=[CH:6][N:5]2[CH:8]=[CH:9][N:10]=[C:4]2[CH:3]=1.[I:11]N1C(=O)CCC1=O. Product: [Cl:1][C:2]1[CH:7]=[CH:6][N:5]2[C:8]([I:11])=[CH:9][N:10]=[C:4]2[CH:3]=1. The catalyst class is: 10.